This data is from HIV replication inhibition screening data with 41,000+ compounds from the AIDS Antiviral Screen. The task is: Binary Classification. Given a drug SMILES string, predict its activity (active/inactive) in a high-throughput screening assay against a specified biological target. (1) The molecule is O=NN1CN2CN(C1)CN(N=O)C2. The result is 0 (inactive). (2) The molecule is O=C(CCCCCCCCC(=O)N1C(=O)CC(=O)N(c2ccccc2)C1=S)N1C(=O)CC(=O)N(c2ccccc2)C1=S. The result is 0 (inactive).